From a dataset of Full USPTO retrosynthesis dataset with 1.9M reactions from patents (1976-2016). Predict the reactants needed to synthesize the given product. (1) Given the product [CH:42]1([NH:43][C:25]([C:22]2[CH:23]=[C:24]3[C:19](=[CH:20][C:21]=2[O:28][CH3:29])[N:18]=[CH:17][CH:16]=[C:15]3[O:14][C:13]2[CH:30]=[CH:31][C:10]([NH:9][C:7]([NH:6][C:5]3[CH:32]=[CH:33][C:2]([F:1])=[CH:3][CH:4]=3)=[O:8])=[CH:11][CH:12]=2)=[O:26])[CH2:40][CH2:41]1, predict the reactants needed to synthesize it. The reactants are: [F:1][C:2]1[CH:33]=[CH:32][C:5]([NH:6][C:7]([NH:9][C:10]2[CH:31]=[CH:30][C:13]([O:14][C:15]3[C:24]4[C:19](=[CH:20][C:21]([O:28][CH3:29])=[C:22]([C:25](O)=[O:26])[CH:23]=4)[N:18]=[CH:17][CH:16]=3)=[CH:12][CH:11]=2)=[O:8])=[CH:4][CH:3]=1.Cl.C(N=C=N[CH2:40][CH2:41][CH2:42][N:43](CC)CC)C.O.ON1C2C=CC=CC=2N=N1.C1(N)CC1. (2) Given the product [CH3:2][C:3]1([CH3:14])[C:12]2[C:7]3=[C:8]([C:20]([CH2:16][C:17]([OH:19])=[O:18])=[CH:21][N:6]3[CH2:5][CH2:4]1)[CH:9]=[CH:10][CH:11]=2, predict the reactants needed to synthesize it. The reactants are: Cl.[CH3:2][C:3]1([CH3:14])[C:12]2[C:7](=[CH:8][CH:9]=[CH:10][CH:11]=2)[N:6](N)[CH2:5][CH2:4]1.O=[C:16]([CH2:20][CH2:21]C(O)=O)[C:17]([OH:19])=[O:18].